This data is from Forward reaction prediction with 1.9M reactions from USPTO patents (1976-2016). The task is: Predict the product of the given reaction. (1) Given the reactants C(=O)([O-])[O-].[K+].[K+].CO[C@:9]12[CH2:26][C@@H:25](OC(=O)C)[CH2:24][CH2:23][C@:22]1([CH3:31])[C@@H:21]1[C@H:12]([C@H:13]3[C@@:17]([CH2:19][CH2:20]1)([CH3:18])[C@@H:16]([O:32][C:33](=[O:35])[CH3:34])[CH2:15][CH2:14]3)[CH2:11][C:10]2=[O:36].C(O)(=O)C, predict the reaction product. The product is: [C:33]([O:32][C@H:16]1[CH2:15][CH2:14][C@H:13]2[C@H:12]3[C@H:21]([CH2:20][CH2:19][C@:17]12[CH3:18])[C@:22]1([CH3:31])[C@H:9]([CH2:26][CH2:25][CH2:24][CH2:23]1)[C:10](=[O:36])[CH2:11]3)(=[O:35])[CH3:34]. (2) Given the reactants [NH2:1][C:2]1[O:3][C:4]2[CH:10]=[C:9]([CH2:11][OH:12])[CH:8]=[C:7]([C:13]3[CH:18]=[CH:17][CH:16]=[C:15]([Cl:19])[CH:14]=3)[C:5]=2[N:6]=1.N1C=CC=CC=1.[CH3:26][O:27][C:28](Cl)=[O:29], predict the reaction product. The product is: [CH3:26][O:27][C:28](=[O:29])[O:12][CH2:11][C:9]1[CH:8]=[C:7]([C:13]2[CH:18]=[CH:17][CH:16]=[C:15]([Cl:19])[CH:14]=2)[C:5]2[N:6]=[C:2]([NH2:1])[O:3][C:4]=2[CH:10]=1. (3) Given the reactants C(Cl)[Cl:2].[F:4][C:5]1[CH:10]=[CH:9][C:8]([CH2:11][C:12]([OH:14])=O)=[CH:7][CH:6]=1.C(Cl)(=O)C(Cl)=O, predict the reaction product. The product is: [F:4][C:5]1[CH:10]=[CH:9][C:8]([CH2:11][C:12]([Cl:2])=[O:14])=[CH:7][CH:6]=1. (4) The product is: [Cl:24][C:25]1[CH:26]=[C:27]([CH:30]=[CH:31][C:32]=1[Cl:33])[CH2:28][O:29][C:3]1[N:8]=[C:7]([C:9]2[CH:14]=[CH:13][C:12]([Cl:15])=[CH:11][CH:10]=2)[C:6]([C:16]2[CH:21]=[CH:20][C:19]([Cl:22])=[CH:18][C:17]=2[Cl:23])=[CH:5][N:4]=1. Given the reactants CS[C:3]1[N:8]=[C:7]([C:9]2[CH:14]=[CH:13][C:12]([Cl:15])=[CH:11][CH:10]=2)[C:6]([C:16]2[CH:21]=[CH:20][C:19]([Cl:22])=[CH:18][C:17]=2[Cl:23])=[CH:5][N:4]=1.[Cl:24][C:25]1[CH:26]=[C:27]([CH:30]=[CH:31][C:32]=1[Cl:33])[CH2:28][OH:29], predict the reaction product.